This data is from Forward reaction prediction with 1.9M reactions from USPTO patents (1976-2016). The task is: Predict the product of the given reaction. (1) The product is: [NH2:12][C:9]1[CH:8]=[CH:7][C:3]([C:4]([NH2:6])=[O:5])=[C:2]([F:1])[N:10]=1. Given the reactants [F:1][C:2]1[N:10]=[C:9](F)[CH:8]=[CH:7][C:3]=1[C:4]([NH2:6])=[O:5].[NH3:12].O, predict the reaction product. (2) Given the reactants [CH2:1]([O:3][C:4]([C:6]1[C:15](=O)[C:14]2[C:9](=[C:10]([N+:17]([O-:19])=[O:18])[CH:11]=[CH:12][CH:13]=2)[NH:8][CH:7]=1)=[O:5])[CH3:2].CC(N(C)C)=O.C([O-])(=O)C.S(Cl)([Cl:32])=O, predict the reaction product. The product is: [CH2:1]([O:3][C:4]([C:6]1[CH:7]=[N:8][C:9]2[C:14]([C:15]=1[Cl:32])=[CH:13][CH:12]=[CH:11][C:10]=2[N+:17]([O-:19])=[O:18])=[O:5])[CH3:2]. (3) Given the reactants [NH2:1][C:2]1[CH:7]=[CH:6][C:5]([C:8]2[O:9][C:10]([C:13]3[CH:18]=[CH:17][C:16]([NH2:19])=[CH:15][C:14]=3[O:20][CH3:21])=[CH:11][CH:12]=2)=[C:4]([O:22][CH3:23])[CH:3]=1.[C:24]1([NH2:35])[C:29](F)=[C:28](F)[C:27](F)=[C:26]([NH2:33])C=1F.Cl.Cl, predict the reaction product. The product is: [CH3:21][O:20][C:14]1[CH:15]=[C:16]([N:19]=[N:33][C:26]2[CH:27]=[CH:28][CH:29]=[CH:24][N:35]=2)[CH:17]=[CH:18][C:13]=1[C:10]1[O:9][C:8]([C:5]2[CH:6]=[CH:7][C:2]([N:1]=[N:33][C:26]3[CH:27]=[CH:28][CH:29]=[CH:24][N:35]=3)=[CH:3][C:4]=2[O:22][CH3:23])=[CH:12][CH:11]=1. (4) Given the reactants [CH3:1][O:2][CH2:3][CH:4]1[CH2:7][CH:6](C#CC2ON=C(C[CH2:16][C@@:17](C)(S(C)(=O)=O)[C:18]([O:20][CH2:21]C3C=CC=CC=3)=[O:19])C=2)[CH2:5]1.NO.[OH-:35].[Na+].Cl.[CH2:38]1[CH2:42][O:41][CH2:40][CH2:39]1.C[OH:44], predict the reaction product. The product is: [O:35]=[C:6]1[CH2:7][CH:4]([C:3]([O:2][CH3:1])=[O:44])[CH2:5]1.[CH3:40][O:41][CH:42]=[C:38]1[CH2:39][CH:17]([C:18]([O:20][CH3:21])=[O:19])[CH2:16]1. (5) Given the reactants C([O:3][C:4]([C:6]1[O:10][C:9]([C:11]2[C:19]3[C:14](=[CH:15][CH:16]=[CH:17][CH:18]=3)[N:13]([CH2:20][CH2:21][C:22]3[CH:27]=[CH:26][CH:25]=[CH:24][CH:23]=3)[N:12]=2)=[CH:8][CH:7]=1)=O)C.[H-].[Al+3].[Li+].[H-].[H-].[H-].C(=O)([O-])[O-].[K+].[K+], predict the reaction product. The product is: [OH:3][CH2:4][C:6]1[O:10][C:9]([C:11]2[C:19]3[C:14](=[CH:15][CH:16]=[CH:17][CH:18]=3)[N:13]([CH2:20][CH2:21][C:22]3[CH:23]=[CH:24][CH:25]=[CH:26][CH:27]=3)[N:12]=2)=[CH:8][CH:7]=1. (6) Given the reactants [C:1]([O:5][C:6]([N:8]1[CH2:12][CH2:11][CH:10]([NH:13][C:14]([C:16]2[S:17][CH:18]=[CH:19][C:20]=2[NH:21][C:22]2[CH:27]=[CH:26][N:25]=[C:24]3[NH:28][CH:29]=[CH:30][C:23]=23)=[O:15])[CH2:9]1)=[O:7])([CH3:4])([CH3:3])[CH3:2].[C:31](N1CCCC(N)C1)(OC(C)(C)C)=O, predict the reaction product. The product is: [C:1]([O:5][C:6]([N:8]1[CH2:12][CH2:11][CH2:31][CH:10]([NH:13][C:14]([C:16]2[S:17][CH:18]=[CH:19][C:20]=2[NH:21][C:22]2[CH:27]=[CH:26][N:25]=[C:24]3[NH:28][CH:29]=[CH:30][C:23]=23)=[O:15])[CH2:9]1)=[O:7])([CH3:2])([CH3:4])[CH3:3].